Predict the product of the given reaction. From a dataset of Forward reaction prediction with 1.9M reactions from USPTO patents (1976-2016). Given the reactants [NH2:1][C:2]1[C:17]([O:18][CH3:19])=[CH:16][C:5]2[CH2:6][CH2:7][N:8]([CH2:11][C:12]([NH:14][CH3:15])=[O:13])[CH2:9][CH2:10][C:4]=2[CH:3]=1.Cl[C:21]1[N:26]=[C:25]([NH:27][C:28]2[C:38]([F:39])=[CH:37][CH:36]=[CH:35][C:29]=2[C:30]([NH:32][CH2:33][CH3:34])=[O:31])[C:24]([Cl:40])=[CH:23][N:22]=1, predict the reaction product. The product is: [Cl:40][C:24]1[C:25]([NH:27][C:28]2[C:38]([F:39])=[CH:37][CH:36]=[CH:35][C:29]=2[C:30]([NH:32][CH2:33][CH3:34])=[O:31])=[N:26][C:21]([NH:1][C:2]2[C:17]([O:18][CH3:19])=[CH:16][C:5]3[CH2:6][CH2:7][N:8]([CH2:11][C:12](=[O:13])[NH:14][CH3:15])[CH2:9][CH2:10][C:4]=3[CH:3]=2)=[N:22][CH:23]=1.